From a dataset of Peptide-MHC class II binding affinity with 134,281 pairs from IEDB. Regression. Given a peptide amino acid sequence and an MHC pseudo amino acid sequence, predict their binding affinity value. This is MHC class II binding data. The peptide sequence is LPWTSGATTETPTWN. The MHC is DRB1_0101 with pseudo-sequence DRB1_0101. The binding affinity (normalized) is 0.258.